Dataset: Reaction yield outcomes from USPTO patents with 853,638 reactions. Task: Predict the reaction yield, written as a fraction of the theoretical maximum amount of product (1.0 means a 100% yield; for example, 0.34 means a 34% yield). (1) The reactants are [O:1]1[C:5]2[CH:6]=[CH:7][CH:8]=[CH:9][C:4]=2[C:3]([NH:10][C:11]([N:13]2[CH2:18][CH2:17][N:16]([C:19]3[S:23][N:22]=[C:21]([N:24]4[CH2:29][CH2:28][CH:27]([NH:30]C(=O)OC(C)(C)C)[CH2:26][CH2:25]4)[N:20]=3)[CH2:15][CH2:14]2)=[O:12])=[N:2]1.[ClH:38]. The catalyst is O1CCCC1.CO.C(OCC)(=O)C. The product is [ClH:38].[ClH:38].[NH2:30][CH:27]1[CH2:28][CH2:29][N:24]([C:21]2[N:20]=[C:19]([N:16]3[CH2:15][CH2:14][N:13]([C:11]([NH:10][C:3]4[C:4]5[CH:9]=[CH:8][CH:7]=[CH:6][C:5]=5[O:1][N:2]=4)=[O:12])[CH2:18][CH2:17]3)[S:23][N:22]=2)[CH2:25][CH2:26]1. The yield is 0.955. (2) The reactants are [H-].[Al+3].[Li+].[H-].[H-].[H-].CON(C)[C:10]([CH:12]1[CH2:14][CH:13]1[C:15]1[C:16]2[CH:23]=[CH:22][CH:21]=[CH:20][C:17]=2[S:18][CH:19]=1)=[O:11]. The catalyst is O1CCCC1. The product is [S:18]1[CH:19]=[C:15]([C@@H:13]2[CH2:14][C@H:12]2[CH:10]=[O:11])[C:16]2[CH:23]=[CH:22][CH:21]=[CH:20][C:17]1=2. The yield is 0.750. (3) The reactants are C(N(C1C=CC=CC=1)S(C1C=CC(N2C(=O)C3CN(C(OC(C)(C)C)=O)CCC=3N2)=NC=1)(=O)=O)C.[CH:36]1([N:41]([CH2:60][CH:61]2[CH2:65][O:64]C(C)(C)[O:62]2)[S:42]([C:45]2[CH:46]=[N:47][C:48]([N:51]3[C:55](=[O:56])[C:54]4[CH2:57][S:58][CH2:59][C:53]=4[NH:52]3)=[CH:49][CH:50]=2)(=[O:44])=[O:43])[CH2:40][CH2:39][CH2:38][CH2:37]1. The catalyst is CC(O)=O. The product is [CH:36]1([N:41]([CH2:60][CH:61]([OH:62])[CH2:65][OH:64])[S:42]([C:45]2[CH:46]=[N:47][C:48]([N:51]3[C:55](=[O:56])[C:54]4[CH2:57][S:58][CH2:59][C:53]=4[NH:52]3)=[CH:49][CH:50]=2)(=[O:43])=[O:44])[CH2:40][CH2:39][CH2:38][CH2:37]1. The yield is 0.300. (4) The reactants are Cl[CH2:2][C:3]1([C:14]([O:16][CH2:17][CH3:18])=[O:15])[CH2:6][N:5]([C:7]([O:9][C:10]([CH3:13])([CH3:12])[CH3:11])=[O:8])[CH2:4]1.C(=O)([O-])[O-].[K+].[K+].[I-].[Na+].[CH3:27][O:28][C:29]1[CH:30]=[C:31]2[C:36](=[CH:37][CH:38]=1)[CH:35]=[C:34]([OH:39])[CH:33]=[CH:32]2. The catalyst is CS(C)=O. The product is [CH3:27][O:28][C:29]1[CH:30]=[C:31]2[C:36](=[CH:37][CH:38]=1)[CH:35]=[C:34]([O:39][CH2:2][C:3]1([C:14]([O:16][CH2:17][CH3:18])=[O:15])[CH2:6][N:5]([C:7]([O:9][C:10]([CH3:13])([CH3:12])[CH3:11])=[O:8])[CH2:4]1)[CH:33]=[CH:32]2. The yield is 0.750. (5) The reactants are [C:1]([O:5][C@@H:6]([CH3:18])[C@H:7]([NH:10][C:11]1[CH:16]=[CH:15][N:14]=[C:13]([Cl:17])[N:12]=1)[CH2:8][OH:9])([CH3:4])([CH3:3])[CH3:2].Cl[C:20](Cl)([O:22]C(=O)OC(Cl)(Cl)Cl)Cl.CC1C=CC=C(C)N=1.CCOC(C)=O.CCCCCCC. The catalyst is C(Cl)Cl.O. The product is [C:1]([O:5][C@H:6]([C@H:7]1[CH2:8][O:9][C:20](=[O:22])[N:10]1[C:11]1[CH:16]=[CH:15][N:14]=[C:13]([Cl:17])[N:12]=1)[CH3:18])([CH3:4])([CH3:2])[CH3:3]. The yield is 0.730. (6) The reactants are [CH3:1][O:2][C:3]([NH2:5])=N.Cl.C[O:8][C:9](=O)[CH2:10][C:11]#[N:12].[CH3:14][O-].[Na+]. The catalyst is CO. The product is [CH3:1][O:2][CH:3]1[CH2:14][C:11](=[NH:12])[CH2:10][C:9](=[O:8])[NH:5]1. The yield is 0.760. (7) The reactants are [CH2:1]([NH:3][CH2:4][CH3:5])[CH3:2].Cl[C:7]([CH3:11])([CH3:10])[C:8]#[CH:9].C(N(CC)CC)C. The catalyst is [Cu]Cl.C1COCC1. The product is [CH2:1]([N:3]([CH2:4][CH3:5])[C:7]([CH3:11])([C:8]#[CH:9])[CH3:10])[CH3:2]. The yield is 0.0900.